From a dataset of Forward reaction prediction with 1.9M reactions from USPTO patents (1976-2016). Predict the product of the given reaction. (1) Given the reactants C[O:2][C:3](=[O:26])[CH:4]=[CH:5][C:6]1[CH:11]=[CH:10][CH:9]=[C:8]([S:12](=[O:25])(=[O:24])[NH:13][C:14]2[C:23]3[C:18](=[CH:19][CH:20]=[CH:21][CH:22]=3)[CH:17]=[CH:16][CH:15]=2)[CH:7]=1.CO, predict the reaction product. The product is: [C:14]1([NH:13][S:12]([C:8]2[CH:7]=[C:6]([CH:5]=[CH:4][C:3]([OH:26])=[O:2])[CH:11]=[CH:10][CH:9]=2)(=[O:25])=[O:24])[C:23]2[C:18](=[CH:19][CH:20]=[CH:21][CH:22]=2)[CH:17]=[CH:16][CH:15]=1. (2) Given the reactants [CH2:1]([OH:4])[C:2]#[CH:3].[H-].[Na+].Cl[C:8]1[S:9][CH:10]=[C:11]([C:13]([O:15][CH2:16][CH3:17])=[O:14])[N:12]=1.[Cl-].[NH4+], predict the reaction product. The product is: [CH2:1]([O:4][C:8]1[S:9][CH:10]=[C:11]([C:13]([O:15][CH2:16][CH3:17])=[O:14])[N:12]=1)[C:2]#[CH:3]. (3) Given the reactants [Cl:1]N1C(=O)CCC1=O.[Br:9][C:10]1[CH:19]=[C:18]2[C:13]([CH:14]=[CH:15][NH:16][C:17]2=[O:20])=[CH:12][CH:11]=1, predict the reaction product. The product is: [Br:9][C:10]1[CH:19]=[C:18]2[C:13]([C:14]([Cl:1])=[CH:15][NH:16][C:17]2=[O:20])=[CH:12][CH:11]=1. (4) The product is: [Br:39][C:19]1[CH:20]=[C:11]2[C:10]([C:21]([O:23][CH3:24])=[O:22])=[N:9][N:8]([C:5]3[CH:6]=[CH:7][C:2]([F:1])=[CH:3][CH:4]=3)[C:12]2=[C:13]2[C:18]=1[CH:17]=[N:16][CH:15]=[CH:14]2. Given the reactants [F:1][C:2]1[CH:7]=[CH:6][C:5]([N:8]2[C:12]3[C:13]4[CH:14]=[CH:15][N:16]=[CH:17][C:18]=4[CH2:19][CH2:20][C:11]=3[C:10]([C:21]([O:23][CH3:24])=[O:22])=[N:9]2)=[CH:4][CH:3]=1.O=P12OP3(OP(OP(O3)(O1)=O)(=O)O2)=O.[Br:39]Br.N, predict the reaction product. (5) Given the reactants [C:1]([C:5]1[N:6]([C:20]([OH:22])=[O:21])[C:7]2[C:12]([CH:13]=1)=[CH:11][C:10]([Br:14])=[C:9]([C:15]([F:18])([F:17])[F:16])[C:8]=2[CH3:19])([CH3:4])([CH3:3])[CH3:2].BrN1C(=[O:29])CCC1=O.N(C(C)(C)C#N)=NC(C)(C)C#N, predict the reaction product. The product is: [C:1]([C:5]1[N:6]([C:20]([OH:22])=[O:21])[C:7]2[C:12]([CH:13]=1)=[CH:11][C:10]([Br:14])=[C:9]([C:15]([F:17])([F:18])[F:16])[C:8]=2[CH:19]=[O:29])([CH3:4])([CH3:2])[CH3:3]. (6) Given the reactants C[O:2][C:3](=[O:41])[C@@H:4]([NH:11][C:12]([C:14]1[CH:18]=[C:17]([O:19][CH2:20][C:21]([N:23]2[CH2:27][CH2:26][CH2:25][C@H:24]2[C:28](=[O:34])[NH:29][CH:30]2[CH2:33][CH2:32][CH2:31]2)=[O:22])[N:16]([C:35]2[CH:40]=[CH:39][CH:38]=[CH:37][CH:36]=2)[N:15]=1)=[O:13])[CH:5]1[CH2:10][CH2:9][CH2:8][CH2:7][CH2:6]1.[OH-].[Li+].Cl, predict the reaction product. The product is: [CH:30]1([NH:29][C:28]([C@@H:24]2[CH2:25][CH2:26][CH2:27][N:23]2[C:21](=[O:22])[CH2:20][O:19][C:17]2[N:16]([C:35]3[CH:36]=[CH:37][CH:38]=[CH:39][CH:40]=3)[N:15]=[C:14]([C:12]([NH:11][C@@H:4]([CH:5]3[CH2:10][CH2:9][CH2:8][CH2:7][CH2:6]3)[C:3]([OH:41])=[O:2])=[O:13])[CH:18]=2)=[O:34])[CH2:33][CH2:32][CH2:31]1.